This data is from Reaction yield outcomes from USPTO patents with 853,638 reactions. The task is: Predict the reaction yield, written as a fraction of the theoretical maximum amount of product (1.0 means a 100% yield; for example, 0.34 means a 34% yield). (1) The reactants are C(=O)(O)[O-].[Na+].C(N[C@H](C(O)=O)CC(C)C)(=O)C.[CH3:18][C@H:19]1[CH2:24][CH2:23][NH:22][CH2:21][C@H:20]1[C:25]([O:27][CH3:28])=[O:26]. The catalyst is C(Cl)Cl. The product is [CH3:18][C@H:19]1[CH2:24][CH2:23][NH:22][CH2:21][C@H:20]1[C:25]([O:27][CH3:28])=[O:26]. The yield is 0.700. (2) The reactants are [F:1][C:2]1[C:3]([CH:11]=[O:12])=[CH:4][C:5]2[O:9][CH2:8][O:7][C:6]=2[CH:10]=1.[BH4-].[Na+]. The catalyst is CO.CCOC(C)=O. The product is [F:1][C:2]1[C:3]([CH2:11][OH:12])=[CH:4][C:5]2[O:9][CH2:8][O:7][C:6]=2[CH:10]=1. The yield is 0.920.